Dataset: NCI-60 drug combinations with 297,098 pairs across 59 cell lines. Task: Regression. Given two drug SMILES strings and cell line genomic features, predict the synergy score measuring deviation from expected non-interaction effect. (1) Drug 1: CN(C)N=NC1=C(NC=N1)C(=O)N. Drug 2: C1=CC=C(C=C1)NC(=O)CCCCCCC(=O)NO. Cell line: EKVX. Synergy scores: CSS=-0.171, Synergy_ZIP=0.451, Synergy_Bliss=0.858, Synergy_Loewe=-2.46, Synergy_HSA=-0.992. (2) Drug 1: C1C(C(OC1N2C=NC3=C(N=C(N=C32)Cl)N)CO)O. Drug 2: CC1C(C(CC(O1)OC2CC(CC3=C2C(=C4C(=C3O)C(=O)C5=CC=CC=C5C4=O)O)(C(=O)C)O)N)O. Cell line: SK-MEL-5. Synergy scores: CSS=62.9, Synergy_ZIP=-4.51, Synergy_Bliss=-5.79, Synergy_Loewe=-16.3, Synergy_HSA=-2.17. (3) Drug 1: CC1CCC2CC(C(=CC=CC=CC(CC(C(=O)C(C(C(=CC(C(=O)CC(OC(=O)C3CCCCN3C(=O)C(=O)C1(O2)O)C(C)CC4CCC(C(C4)OC)O)C)C)O)OC)C)C)C)OC. Drug 2: CC1=C2C(C(=O)C3(C(CC4C(C3C(C(C2(C)C)(CC1OC(=O)C(C(C5=CC=CC=C5)NC(=O)C6=CC=CC=C6)O)O)OC(=O)C7=CC=CC=C7)(CO4)OC(=O)C)O)C)OC(=O)C. Cell line: HCT-15. Synergy scores: CSS=0.554, Synergy_ZIP=0.336, Synergy_Bliss=2.92, Synergy_Loewe=-3.16, Synergy_HSA=-0.0550. (4) Drug 1: CC12CCC3C(C1CCC2=O)CC(=C)C4=CC(=O)C=CC34C. Drug 2: CC1OCC2C(O1)C(C(C(O2)OC3C4COC(=O)C4C(C5=CC6=C(C=C35)OCO6)C7=CC(=C(C(=C7)OC)O)OC)O)O. Cell line: PC-3. Synergy scores: CSS=34.2, Synergy_ZIP=0.484, Synergy_Bliss=4.16, Synergy_Loewe=-7.20, Synergy_HSA=6.72.